The task is: Binary Classification. Given a miRNA mature sequence and a target amino acid sequence, predict their likelihood of interaction.. This data is from Experimentally validated miRNA-target interactions with 360,000+ pairs, plus equal number of negative samples. The miRNA is mmu-miR-5118 with sequence AAGGUUAGGCCAGCCUGGU. The protein sequence of the target gene is MADRFSRFNEDRDFQGNHFDQYEEGHLEIEQASLDKPIESDNIGHRLLQKHGWKLGQGLGKSLQGRTDPIPIVVKYDVMGMGRMEMELDYAEDATERRRVLEVEKEDTEELRQKYKDYVDKEKAIAKALEDLRANFYCELCDKQYQKHQEFDNHINSYDHAHKQRLKDLKQREFARNVSSRSRKDEKKQEKALRRLHELAEQRKQAECAPGSGPMFRPTTVAVDEDGGEEDKDESSTNSGASAVSSCGFGADFSTDKGGSFTSVQITNTTGLSQAPGLASQGISFGIKNNLGPPLQKLGV.... Result: 1 (interaction).